Dataset: Reaction yield outcomes from USPTO patents with 853,638 reactions. Task: Predict the reaction yield, written as a fraction of the theoretical maximum amount of product (1.0 means a 100% yield; for example, 0.34 means a 34% yield). (1) The reactants are [C:1]([O:5][C:6](=[O:42])[N:7]([C:15]1[S:16][C:17]([CH:21](O)[C:22]2[C:30]3[C:25](=[N:26][CH:27]=[CH:28][CH:29]=3)[N:24]([Si](C(C)C)(C(C)C)C(C)C)[CH:23]=2)=[C:18]([Cl:20])[N:19]=1)[CH2:8][C:9]1[CH:14]=[CH:13][N:12]=[CH:11][CH:10]=1)([CH3:4])([CH3:3])[CH3:2].C([SiH](CC)CC)C.FC(F)(F)C(O)=O. The catalyst is C(#N)C. The product is [C:1]([O:5][C:6](=[O:42])[N:7]([C:15]1[S:16][C:17]([CH2:21][C:22]2[C:30]3[C:25](=[N:26][CH:27]=[CH:28][CH:29]=3)[NH:24][CH:23]=2)=[C:18]([Cl:20])[N:19]=1)[CH2:8][C:9]1[CH:14]=[CH:13][N:12]=[CH:11][CH:10]=1)([CH3:4])([CH3:2])[CH3:3]. The yield is 0.490. (2) The reactants are [OH:1][C:2]1[CH:3]=[C:4]2[C:9](=[CH:10][CH:11]=1)[NH:8][C:7](=[O:12])[CH2:6][CH2:5]2.[CH:13]1([N:19]2[C:23]([CH2:24][CH2:25][CH2:26][CH2:27]Cl)=[N:22][N:21]=[N:20]2)[CH2:18][CH2:17][CH2:16][CH2:15][CH2:14]1.C(=O)([O-])[O-].[K+].[K+].C1(C)C=CC=CC=1. The catalyst is [Cl-].C([N+](CCCC)(CCCC)CCCC)CCC.S([O-])([O-])=O.[Na+].[Na+].CO.O. The product is [CH:13]1([N:19]2[C:23]([CH2:24][CH2:25][CH2:26][CH2:27][O:1][C:2]3[CH:3]=[C:4]4[C:9](=[CH:10][CH:11]=3)[NH:8][C:7](=[O:12])[CH2:6][CH2:5]4)=[N:22][N:21]=[N:20]2)[CH2:14][CH2:15][CH2:16][CH2:17][CH2:18]1. The yield is 0.950. (3) The reactants are O[C@H:2]1[CH2:7][CH2:6][C@H:5]([NH:8][C:9]([O:11][C:12]([CH3:15])([CH3:14])[CH3:13])=[O:10])[CH:4]=[CH:3]1.C1(P(C2C=CC=CC=2)C2C=CC=CC=2)C=CC=CC=1.[Cl:35]C(Cl)(Cl)C(C(Cl)(Cl)Cl)=O. No catalyst specified. The product is [C:12]([O:11][C:9]([NH:8][C@H:5]1[CH2:6][CH2:7][C@@H:2]([Cl:35])[CH:3]=[CH:4]1)=[O:10])([CH3:15])([CH3:14])[CH3:13]. The yield is 0.620. (4) The reactants are Cl[C:2]1[N:7]=[C:6]([CH:8]([CH:11]2[N:15]([CH2:16][CH2:17][CH3:18])[C:14]3[CH:19]=[CH:20][CH:21]=[CH:22][C:13]=3[NH:12]2)[C:9]#[N:10])[CH:5]=[CH:4][N:3]=1.[NH2:23][CH2:24][CH2:25][CH2:26][N:27]1[CH2:31][CH2:30][CH2:29][C:28]1=[O:32]. No catalyst specified. The product is [O:32]=[C:28]1[CH2:29][CH2:30][CH2:31][N:27]1[CH2:26][CH2:25][CH2:24][NH:23][C:2]1[N:7]=[C:6](/[C:8](=[C:11]2\[NH:12][C:13]3[CH:22]=[CH:21][CH:20]=[CH:19][C:14]=3[N:15]\2[CH2:16][CH2:17][CH3:18])/[C:9]#[N:10])[CH:5]=[CH:4][N:3]=1. The yield is 0.790. (5) The reactants are [CH2:1]([OH:8])[C:2]1[CH:7]=[CH:6][CH:5]=[CH:4][CH:3]=1.[H-].[Na+].[F:11][C:12]1[C:13]([O:19][CH3:20])=[N:14][C:15](F)=[CH:16][CH:17]=1. The catalyst is C1COCC1.O. The product is [CH2:1]([O:8][C:15]1[N:14]=[C:13]([O:19][CH3:20])[C:12]([F:11])=[CH:17][CH:16]=1)[C:2]1[CH:7]=[CH:6][CH:5]=[CH:4][CH:3]=1. The yield is 0.410. (6) The catalyst is ClCCl. The product is [F:1][C:2]1[CH:3]=[C:4]([F:8])[CH:5]=[CH:6][C:7]=1[C:9](=[O:15])/[CH:10]=[CH:11]/[C:12]([OH:14])=[O:13]. The reactants are [F:1][C:2]1[CH:7]=[CH:6][CH:5]=[C:4]([F:8])[CH:3]=1.[C:9]1(=[O:15])[O:14][C:12](=[O:13])[CH:11]=[CH:10]1.[Cl-].[Al+3].[Cl-].[Cl-].Cl. The yield is 0.560. (7) The reactants are Cl.[N:2]1([NH2:8])[CH2:7][CH2:6][CH2:5][CH2:4][CH2:3]1.C[Al](C)C.[Cl:13][C:14]1[CH:19]=[CH:18][C:17]([C:20]2[N:21]=[C:22]([CH2:38][N:39]3[N:43]=[N:42][CH:41]=[N:40]3)[C:23]([C:33](OCC)=[O:34])=[N:24][C:25]=2[C:26]2[CH:31]=[CH:30][C:29]([Cl:32])=[CH:28][CH:27]=2)=[CH:16][CH:15]=1. The catalyst is ClCCl. The product is [Cl:13][C:14]1[CH:15]=[CH:16][C:17]([C:20]2[N:21]=[C:22]([CH2:38][N:39]3[N:43]=[N:42][CH:41]=[N:40]3)[C:23]([C:33]([NH:8][N:2]3[CH2:7][CH2:6][CH2:5][CH2:4][CH2:3]3)=[O:34])=[N:24][C:25]=2[C:26]2[CH:27]=[CH:28][C:29]([Cl:32])=[CH:30][CH:31]=2)=[CH:18][CH:19]=1. The yield is 0.760. (8) The reactants are [Br:1][C:2]1[CH:9]=[CH:8][C:7]([OH:10])=[CH:6][C:3]=1[CH:4]=[O:5].CI.[C:13](=O)([O-])[O-].[K+].[K+].O. The catalyst is CN(C=O)C. The product is [Br:1][C:2]1[CH:9]=[CH:8][C:7]([O:10][CH3:13])=[CH:6][C:3]=1[CH:4]=[O:5]. The yield is 1.00.